This data is from Forward reaction prediction with 1.9M reactions from USPTO patents (1976-2016). The task is: Predict the product of the given reaction. (1) Given the reactants [Cl:1][C:2]1[CH:7]=[C:6](Br)[CH:5]=[CH:4][N:3]=1.[C:9]([O:13][C:14]([N:16]1[CH2:21][CH2:20][NH:19][CH2:18][CH2:17]1)=[O:15])([CH3:12])([CH3:11])[CH3:10].CC(C)([O-])C.[Na+], predict the reaction product. The product is: [C:9]([O:13][C:14]([N:16]1[CH2:21][CH2:20][N:19]([C:6]2[CH:5]=[CH:4][N:3]=[C:2]([Cl:1])[CH:7]=2)[CH2:18][CH2:17]1)=[O:15])([CH3:12])([CH3:10])[CH3:11]. (2) Given the reactants [CH2:1]([O:8][C:9]1[CH:16]=[CH:15][C:12]([CH:13]=O)=[CH:11][C:10]=1[OH:17])[C:2]1[CH:7]=[CH:6][CH:5]=[CH:4][CH:3]=1.[Cl-].O[NH3+:20].C([O-])(=O)C.[Na+], predict the reaction product. The product is: [CH2:1]([O:8][C:9]1[CH:16]=[CH:15][C:12]([C:13]#[N:20])=[CH:11][C:10]=1[OH:17])[C:2]1[CH:7]=[CH:6][CH:5]=[CH:4][CH:3]=1. (3) Given the reactants Cl[CH2:2][C:3]1[N:4]=[C:5]2[N:10]=[CH:9][C:8]([C:11]3[CH:16]=[CH:15][C:14]([F:17])=[CH:13][C:12]=3[F:18])=[N:7][N:6]2[CH:19]=1.[C:20]1([OH:26])[CH:25]=[CH:24][CH:23]=[CH:22][CH:21]=1.C(=O)([O-])[O-].[K+].[K+], predict the reaction product. The product is: [F:18][C:12]1[CH:13]=[C:14]([F:17])[CH:15]=[CH:16][C:11]=1[C:8]1[CH:9]=[N:10][C:5]2[N:6]([CH:19]=[C:3]([CH2:2][O:26][C:20]3[CH:25]=[CH:24][CH:23]=[CH:22][CH:21]=3)[N:4]=2)[N:7]=1. (4) Given the reactants Cl[CH2:2][C:3]([NH:5][C:6]1[CH:11]=[CH:10][C:9]([Cl:12])=[C:8]([C:13]([F:16])([F:15])[F:14])[CH:7]=1)=[O:4].[N:17]1[CH:22]=[CH:21][C:20]([O:23][C:24]2[CH:29]=[CH:28][C:27]([NH2:30])=[CH:26][CH:25]=2)=[CH:19][CH:18]=1.C(N(C(C)C)C(C)C)C, predict the reaction product. The product is: [Cl:12][C:9]1[CH:10]=[CH:11][C:6]([NH:5][C:3](=[O:4])[CH2:2][NH:30][C:27]2[CH:26]=[CH:25][C:24]([O:23][C:20]3[CH:21]=[CH:22][N:17]=[CH:18][CH:19]=3)=[CH:29][CH:28]=2)=[CH:7][C:8]=1[C:13]([F:16])([F:15])[F:14]. (5) Given the reactants [ClH:1].[NH2:2][C:3]1[N:8]=[CH:7][C:6](/[CH:9]=[CH:10]/[C:11]([OH:13])=O)=[CH:5][C:4]=1[CH2:14][N:15]1[CH2:20][CH2:19][N:18]([CH3:21])[CH2:17][CH2:16]1.Cl.CN1CC2C=C(/C=C/C(O)=O)C=NC=2NC(=O)C1.[O:41]1[C:45]2[CH:46]=[CH:47][CH:48]=[CH:49][C:44]=2[CH:43]=[C:42]1[CH2:50][NH:51][CH3:52].CNCC1C=CC2C(=CC=CC=2)C=1CCC, predict the reaction product. The product is: [ClH:1].[NH2:2][C:3]1[N:8]=[CH:7][C:6](/[CH:9]=[CH:10]/[C:11]([N:51]([CH2:50][C:42]2[O:41][C:45]3[CH:46]=[CH:47][CH:48]=[CH:49][C:44]=3[CH:43]=2)[CH3:52])=[O:13])=[CH:5][C:4]=1[CH2:14][N:15]1[CH2:20][CH2:19][N:18]([CH3:21])[CH2:17][CH2:16]1. (6) Given the reactants Br[C:2]1[CH:7]=[CH:6][C:5]([C:8]2[O:12][N:11]=[C:10]([CH3:13])[C:9]=2[NH:14][CH:15]([CH3:28])[CH2:16][CH2:17][C:18]2[CH:23]=[CH:22][CH:21]=[C:20]([C:24]([F:27])([F:26])[F:25])[CH:19]=2)=[CH:4][CH:3]=1.[CH2:29]([O:31][C:32]([CH2:34][CH2:35][C:36]1[CH:41]=[CH:40][C:39](B(O)O)=[CH:38][CH:37]=1)=[O:33])[CH3:30], predict the reaction product. The product is: [CH2:29]([O:31][C:32](=[O:33])[CH2:34][CH2:35][C:36]1[CH:41]=[CH:40][C:39]([C:2]2[CH:7]=[CH:6][C:5]([C:8]3[O:12][N:11]=[C:10]([CH3:13])[C:9]=3[NH:14][CH:15]([CH3:28])[CH2:16][CH2:17][C:18]3[CH:23]=[CH:22][CH:21]=[C:20]([C:24]([F:27])([F:26])[F:25])[CH:19]=3)=[CH:4][CH:3]=2)=[CH:38][CH:37]=1)[CH3:30].